This data is from Reaction yield outcomes from USPTO patents with 853,638 reactions. The task is: Predict the reaction yield, written as a fraction of the theoretical maximum amount of product (1.0 means a 100% yield; for example, 0.34 means a 34% yield). (1) The reactants are C(O)C.[C:4]([CH2:12][C:13]#[N:14])(=O)[C:5]1[CH:10]=[CH:9][CH:8]=[CH:7][CH:6]=1.C(N(CC)CC)C.[C:22](=[N:25][OH:26])(Cl)[CH3:23]. The catalyst is [Cl-].[Na+].O.C(OCC)(=O)C. The product is [CH3:23][C:22]1[C:12]([C:13]#[N:14])=[C:4]([C:5]2[CH:10]=[CH:9][CH:8]=[CH:7][CH:6]=2)[O:26][N:25]=1. The yield is 0.720. (2) The reactants are [O:1]1[CH2:7][CH2:6][CH2:5][N:4]([C:8]2[N:12]3[CH:13]=[C:14]([O:17][C@H:18]4[C:27]5[C:22](=[CH:23][CH:24]=[CH:25][CH:26]=5)[C@@H:21]([NH2:28])[CH2:20][CH2:19]4)[CH:15]=[CH:16][C:11]3=[N:10][N:9]=2)[CH2:3][CH2:2]1.ClC(Cl)(Cl)C[O:32][C:33](=O)[NH:34][C:35]1[N:36]([C:44]2[CH:49]=[CH:48][C:47]([CH3:50])=[CH:46][CH:45]=2)[N:37]=[C:38]([C:40]([CH3:43])([CH3:42])[CH3:41])[CH:39]=1.CCN(C(C)C)C(C)C. The catalyst is O1CCOCC1. The product is [C:40]([C:38]1[CH:39]=[C:35]([NH:34][C:33]([NH:28][C@@H:21]2[C:22]3[C:27](=[CH:26][CH:25]=[CH:24][CH:23]=3)[C@H:18]([O:17][C:14]3[CH:15]=[CH:16][C:11]4[N:12]([C:8]([N:4]5[CH2:5][CH2:6][CH2:7][O:1][CH2:2][CH2:3]5)=[N:9][N:10]=4)[CH:13]=3)[CH2:19][CH2:20]2)=[O:32])[N:36]([C:44]2[CH:49]=[CH:48][C:47]([CH3:50])=[CH:46][CH:45]=2)[N:37]=1)([CH3:43])([CH3:41])[CH3:42]. The yield is 0.210. (3) The reactants are [NH2:1][C:2]1[CH:3]=[C:4]([CH:22]=[CH:23][CH:24]=1)[O:5][C:6]1[CH:7]=[CH:8][C:9]2[N:10]([CH:12]=[C:13]([NH:15][C:16](=[O:21])[CH2:17][CH:18]3[CH2:20][CH2:19]3)[N:14]=2)[N:11]=1.[CH3:25][N:26]1[C:30]([C:31](Cl)=[O:32])=[CH:29][C:28]([CH3:34])=[N:27]1. The catalyst is CN(C)C(=O)C. The product is [CH:18]1([CH2:17][C:16]([NH:15][C:13]2[N:14]=[C:9]3[CH:8]=[CH:7][C:6]([O:5][C:4]4[CH:3]=[C:2]([NH:1][C:31]([C:30]5[N:26]([CH3:25])[N:27]=[C:28]([CH3:34])[CH:29]=5)=[O:32])[CH:24]=[CH:23][CH:22]=4)=[N:11][N:10]3[CH:12]=2)=[O:21])[CH2:19][CH2:20]1. The yield is 0.620. (4) The reactants are O[CH:2]=[C:3]1[C:11]2[C:6](=[CH:7][C:8]([C:12]([C:14]3[CH:19]=[CH:18][C:17]([NH:20][C:21]([C:23]4[S:24][C:25]([C:28](=[O:30])[CH3:29])=[CH:26][CH:27]=4)=[O:22])=[CH:16][CH:15]=3)=[O:13])=[CH:9][CH:10]=2)[NH:5][C:4]1=[O:31].[NH2:32][C:33]1[CH:34]=[CH:35][C:36]([CH3:40])=[C:37]([OH:39])[CH:38]=1. The catalyst is C1COCC1. The product is [OH:39][C:37]1[CH:38]=[C:33]([NH:32][CH:2]=[C:3]2[C:11]3[C:6](=[CH:7][C:8]([C:12]([C:14]4[CH:15]=[CH:16][C:17]([NH:20][C:21]([C:23]5[S:24][C:25]([C:28](=[O:30])[CH3:29])=[CH:26][CH:27]=5)=[O:22])=[CH:18][CH:19]=4)=[O:13])=[CH:9][CH:10]=3)[NH:5][C:4]2=[O:31])[CH:34]=[CH:35][C:36]=1[CH3:40]. The yield is 0.360. (5) The reactants are [CH3:1][O:2][C:3](=[O:18])[C:4]1[CH:9]=[C:8](F)[C:7]([C:11]([F:14])([F:13])[F:12])=[CH:6][C:5]=1[N+:15]([O-:17])=[O:16].[F:19][C:20]([F:27])([F:26])[C:21]1[N:22]=[CH:23][NH:24][CH:25]=1.C(N(C(C)C)C(C)C)C. The catalyst is O1CCOCC1. The product is [CH3:1][O:2][C:3](=[O:18])[C:4]1[CH:9]=[C:8]([N:24]2[CH:25]=[C:21]([C:20]([F:27])([F:26])[F:19])[N:22]=[CH:23]2)[C:7]([C:11]([F:14])([F:13])[F:12])=[CH:6][C:5]=1[N+:15]([O-:17])=[O:16]. The yield is 0.650. (6) The reactants are [CH3:1][NH:2][CH2:3][CH:4]([OH:12])[CH2:5][C:6]1[CH:11]=[CH:10][CH:9]=[CH:8][CH:7]=1.[CH3:25][C:24]([O:23][C:21](O[C:21]([O:23][C:24]([CH3:27])([CH3:26])[CH3:25])=[O:22])=[O:22])([CH3:27])[CH3:26]. The catalyst is C1COCC1. The product is [OH:12][CH:4]([CH2:5][C:6]1[CH:11]=[CH:10][CH:9]=[CH:8][CH:7]=1)[CH2:3][N:2]([CH3:1])[C:21](=[O:22])[O:23][C:24]([CH3:25])([CH3:26])[CH3:27]. The yield is 0.560. (7) The reactants are [I-].[CH3:2][S+](C)(C)=O.[H-].[Na+].[F:9][C:10]1[CH:11]=[C:12]2[C:16](=[CH:17][CH:18]=1)[NH:15][C:14](=[O:19])/[C:13]/2=[CH:20]\[C:21]1[CH:29]=[C:28]2[C:24]([C:25]([I:30])=[N:26][NH:27]2)=[CH:23][CH:22]=1. The product is [F:9][C:10]1[CH:11]=[C:12]2[C:16](=[CH:17][CH:18]=1)[NH:15][C:14](=[O:19])[C@:13]12[CH2:2][C@H:20]1[C:21]1[CH:29]=[C:28]2[C:24]([C:25]([I:30])=[N:26][NH:27]2)=[CH:23][CH:22]=1. The yield is 0.540. The catalyst is C1COCC1. (8) The reactants are [CH3:1][O:2][C:3]([C:5]1[CH:6]=[C:7]2[CH:13]=[CH:12][NH:11][C:8]2=[N:9][CH:10]=1)=[O:4].[F:14][C:15]1[C:20](C=O)=[C:19]([F:23])[CH:18]=[CH:17][C:16]=1[NH:24][S:25]([CH2:28][CH2:29][CH3:30])(=[O:27])=[O:26].[OH-:31].[K+].O.[CH3:34]O. No catalyst specified. The product is [CH3:1][O:2][C:3]([C:5]1[CH:6]=[C:7]2[C:13]([C:20]3[C:19]([F:23])=[CH:18][CH:17]=[C:16]([NH:24][S:25]([CH2:28][CH2:29][CH3:30])(=[O:26])=[O:27])[C:15]=3[F:14])=[C:12]([OH:31])[N:11]([CH3:34])[C:8]2=[N:9][CH:10]=1)=[O:4]. The yield is 0.280.